This data is from Forward reaction prediction with 1.9M reactions from USPTO patents (1976-2016). The task is: Predict the product of the given reaction. (1) Given the reactants [Cl:1][C:2]1[CH:3]=[C:4]([C:8]2[C:13]3[N:14]=[CH:15][S:16][C:12]=3[CH:11]=[C:10]([CH2:17][C:18]3[CH:23]=[CH:22][C:21]([N+:24]([O-])=O)=[CH:20][CH:19]=3)[CH:9]=2)[CH:5]=[CH:6][CH:7]=1.Cl, predict the reaction product. The product is: [Cl:1][C:2]1[CH:3]=[C:4]([C:8]2[C:13]3[N:14]=[CH:15][S:16][C:12]=3[CH:11]=[C:10]([CH2:17][C:18]3[CH:19]=[CH:20][C:21]([NH2:24])=[CH:22][CH:23]=3)[CH:9]=2)[CH:5]=[CH:6][CH:7]=1. (2) Given the reactants [C:1]([C:5]1[CH:42]=[CH:41][C:8]([C:9]([N:11]2[C@@H:15]([C:16]3[N:17]=[C:18]([N:21]([CH3:23])[CH3:22])[S:19][CH:20]=3)[C@@H:14]([C:24]3[CH:29]=[N:28][CH:27]=[CH:26][N:25]=3)[CH2:13][C@@:12]2([CH2:37][CH:38]([CH3:40])[CH3:39])[C:30]([O:32]C(C)(C)C)=[O:31])=[O:10])=[CH:7][C:6]=1[O:43][CH3:44])([CH3:4])([CH3:3])[CH3:2].C(O)(C(F)(F)F)=O, predict the reaction product. The product is: [C:1]([C:5]1[CH:42]=[CH:41][C:8]([C:9]([N:11]2[C@@H:15]([C:16]3[N:17]=[C:18]([N:21]([CH3:23])[CH3:22])[S:19][CH:20]=3)[C@@H:14]([C:24]3[CH:29]=[N:28][CH:27]=[CH:26][N:25]=3)[CH2:13][C@@:12]2([CH2:37][CH:38]([CH3:39])[CH3:40])[C:30]([OH:32])=[O:31])=[O:10])=[CH:7][C:6]=1[O:43][CH3:44])([CH3:3])([CH3:4])[CH3:2]. (3) The product is: [CH3:14][N:15]([CH3:16])[C:10]([C:7]1[CH:8]=[C:9]2[C:4]([CH:3]=[CH:2][NH:1]2)=[CH:5][CH:6]=1)=[O:12]. Given the reactants [NH:1]1[C:9]2[C:4](=[CH:5][CH:6]=[C:7]([C:10]([OH:12])=O)[CH:8]=2)[CH:3]=[CH:2]1.C[CH2:14][N:15]=[C:16]=NCCCN(C)C.C1C=CC2N(O)N=NC=2C=1.CNC.C1COCC1.C(=O)([O-])O.[Na+], predict the reaction product. (4) Given the reactants [CH2:1]([O:3][C:4]([C:6]1[C:12]2[NH:13][C:14]3[CH:15]=[C:16](Br)[CH:17]=[CH:18][C:19]=3[C:11]=2[CH2:10][CH2:9][N:8]([C:21](=[O:29])[C:22]2[CH:27]=[CH:26][C:25]([F:28])=[CH:24][CH:23]=2)[CH:7]=1)=[O:5])[CH3:2].[CH3:30][O:31][C:32]1[CH:33]=[C:34](B(O)O)[CH:35]=[CH:36][CH:37]=1.C([O-])(O)=O.[Na+], predict the reaction product. The product is: [CH2:1]([O:3][C:4]([C:6]1[C:12]2[NH:13][C:14]3[CH:15]=[C:16]([C:36]4[CH:35]=[CH:34][CH:33]=[C:32]([O:31][CH3:30])[CH:37]=4)[CH:17]=[CH:18][C:19]=3[C:11]=2[CH2:10][CH2:9][N:8]([C:21](=[O:29])[C:22]2[CH:27]=[CH:26][C:25]([F:28])=[CH:24][CH:23]=2)[CH:7]=1)=[O:5])[CH3:2].